From a dataset of Reaction yield outcomes from USPTO patents with 853,638 reactions. Predict the reaction yield, written as a fraction of the theoretical maximum amount of product (1.0 means a 100% yield; for example, 0.34 means a 34% yield). (1) The reactants are [PH4+].[Li][CH2:3][CH2:4][CH2:5][CH3:6].F[C:8]1[CH:9]=[C:10]([CH:13]=[C:14](OC)[C:15]=1OC)[CH:11]=O.O1C[CH2:23][CH2:22][CH2:21]1. The catalyst is CCCCCC.C(OCC)(=O)C. The product is [C:10]1(/[CH:11]=[CH:6]\[C:5]2[CH:23]=[CH:22][CH:21]=[CH:3][CH:4]=2)[CH:13]=[CH:14][CH:15]=[CH:8][CH:9]=1. The yield is 0.340. (2) The reactants are [CH3:1][N:2]1[CH2:15][CH2:14][C:5]2[NH:6][C:7]3[CH:8]=[CH:9][C:10]([CH3:13])=[CH:11][C:12]=3[C:4]=2[CH2:3]1.[OH-].[K+].Br[CH2:19][C:20]([C:22]1[CH:27]=[CH:26][C:25]([F:28])=[CH:24][CH:23]=1)=[O:21]. The catalyst is CN1C(=O)CCC1.O. The product is [CH3:1][N:2]1[CH2:15][CH2:14][C:5]2[N:6]([CH2:19][C:20]([C:22]3[CH:27]=[CH:26][C:25]([F:28])=[CH:24][CH:23]=3)=[O:21])[C:7]3[CH:8]=[CH:9][C:10]([CH3:13])=[CH:11][C:12]=3[C:4]=2[CH2:3]1. The yield is 0.110. (3) The product is [CH3:1][CH:2]([CH3:31])[CH2:3][CH:4]([NH:21][C:22]1[CH:30]=[CH:29][C:25]([C:26]([NH:70][CH2:71][CH2:72][S:73]([OH:76])(=[O:75])=[O:74])=[O:27])=[CH:24][N:23]=1)[C:5]1[CH:10]=[CH:9][C:8]([C:11]2[CH:16]=[CH:15][C:14]([C:17]([F:18])([F:20])[F:19])=[CH:13][CH:12]=2)=[CH:7][CH:6]=1. The reactants are [CH3:1][CH:2]([CH3:31])[CH2:3][CH:4]([NH:21][C:22]1[CH:30]=[CH:29][C:25]([C:26](O)=[O:27])=[CH:24][N:23]=1)[C:5]1[CH:10]=[CH:9][C:8]([C:11]2[CH:16]=[CH:15][C:14]([C:17]([F:20])([F:19])[F:18])=[CH:13][CH:12]=2)=[CH:7][CH:6]=1.CC(S(N)=O)(C)C.F[P-](F)(F)(F)(F)F.N1(OC(N(C)C)=[N+](C)C)C2N=CC=CC=2N=N1.CN1CCOCC1.[NH2:70][CH2:71][CH2:72][S:73]([OH:76])(=[O:75])=[O:74]. The yield is 0.358. The catalyst is O.CN(C)C=O.